Task: Predict the product of the given reaction.. Dataset: Forward reaction prediction with 1.9M reactions from USPTO patents (1976-2016) (1) Given the reactants [CH3:1][C:2]1([CH3:31])[CH2:6][C:5]2[C:7]([O:20][C:21]3[CH:22]=[C:23]([F:30])[C:24]([C:27]([OH:29])=O)=[N:25][CH:26]=3)=[CH:8][C:9]([C:11](=[O:19])[NH:12][C:13]3[CH:17]=[CH:16][N:15]([CH3:18])[N:14]=3)=[CH:10][C:4]=2[O:3]1.[CH2:32]([NH2:34])[CH3:33], predict the reaction product. The product is: [CH2:32]([NH:34][C:27]([C:24]1[C:23]([F:30])=[CH:22][C:21]([O:20][C:7]2[C:5]3[CH2:6][C:2]([CH3:1])([CH3:31])[O:3][C:4]=3[CH:10]=[C:9]([C:11](=[O:19])[NH:12][C:13]3[CH:17]=[CH:16][N:15]([CH3:18])[N:14]=3)[CH:8]=2)=[CH:26][N:25]=1)=[O:29])[CH3:33]. (2) Given the reactants [NH2:1][C:2]1[C:15]([O:16][CH3:17])=[CH:14][C:5]2[N:6]([CH2:12][CH3:13])[C:7](=[O:11])[CH2:8][CH2:9][CH2:10][C:4]=2[CH:3]=1.Cl[C:19]1[N:24]=[C:23]([NH:25][C:26]2[CH:31]=[CH:30][CH:29]=[CH:28][C:27]=2[S:32]([N:35]([CH3:37])[CH3:36])(=[O:34])=[O:33])[C:22]([Cl:38])=[CH:21][N:20]=1, predict the reaction product. The product is: [Cl:38][C:22]1[C:23]([NH:25][C:26]2[CH:31]=[CH:30][CH:29]=[CH:28][C:27]=2[S:32]([N:35]([CH3:37])[CH3:36])(=[O:34])=[O:33])=[N:24][C:19]([NH:1][C:2]2[C:15]([O:16][CH3:17])=[CH:14][C:5]3[N:6]([CH2:12][CH3:13])[C:7](=[O:11])[CH2:8][CH2:9][CH2:10][C:4]=3[CH:3]=2)=[N:20][CH:21]=1. (3) Given the reactants [Cl:1][C:2]1[CH:3]=[C:4]([C:9]2[N:14]=[C:13]([CH2:15][CH:16]3[CH2:18][CH2:17]3)[N:12]=[C:11](Cl)[C:10]=2[C:20]#[N:21])[CH:5]=[CH:6][C:7]=1[Cl:8].[SH:22][CH2:23][C:24]([NH2:26])=[O:25], predict the reaction product. The product is: [Cl:1][C:2]1[CH:3]=[C:4]([C:9]2[N:14]=[C:13]([CH2:15][CH:16]3[CH2:18][CH2:17]3)[N:12]=[C:11]([S:22][CH2:23][C:24]([NH2:26])=[O:25])[C:10]=2[C:20]#[N:21])[CH:5]=[CH:6][C:7]=1[Cl:8]. (4) Given the reactants [H-].[Na+].[NH:3]1[C:11]2[C:6](=[CH:7][CH:8]=[CH:9][CH:10]=2)[C:5]([CH2:12][C:13]#[N:14])=[CH:4]1.Br[CH2:16][CH2:17][CH2:18][O:19]C(=O)C.[OH-:23].[K+].Cl, predict the reaction product. The product is: [OH:19][CH2:18][CH2:17][CH2:16][NH:14][C:13](=[O:23])[CH2:12][C:5]1[C:6]2[C:11](=[CH:10][CH:9]=[CH:8][CH:7]=2)[NH:3][CH:4]=1.